From a dataset of Reaction yield outcomes from USPTO patents with 853,638 reactions. Predict the reaction yield, written as a fraction of the theoretical maximum amount of product (1.0 means a 100% yield; for example, 0.34 means a 34% yield). (1) The reactants are [Br-].[Br:2][CH2:3][P+](C1C=CC=CC=1)(C1C=CC=CC=1)C1C=CC=CC=1.CC(C)([O-])C.[K+].[CH3:29][C:30]1[C:31]([CH:40]=O)=[N:32][C:33]2[C:38]([CH:39]=1)=[CH:37][CH:36]=[CH:35][CH:34]=2. The catalyst is C1COCC1.C(OC(C)C)(C)C. The product is [Br:2]/[CH:3]=[CH:40]\[C:31]1[C:30]([CH3:29])=[CH:39][C:38]2[C:33](=[CH:34][CH:35]=[CH:36][CH:37]=2)[N:32]=1. The yield is 0.340. (2) The reactants are [Cl:1][C:2]1[CH:7]=[C:6]([O:8][C:9]2[C:18]3[C:13](=[CH:14][C:15]([O:21][CH2:22][CH:23]4[CH2:28][CH2:27][NH:26][CH2:25][CH2:24]4)=[C:16]([C:19]#[N:20])[CH:17]=3)[N:12]=[CH:11][CH:10]=2)[CH:5]=[CH:4][C:3]=1[NH:29][C:30]([NH:32][CH:33]1[CH2:35][CH2:34]1)=[O:31].C=O.[C:38](O)(=O)C.C([BH3-])#N.[Na+].C(=O)(O)[O-].[Na+]. The catalyst is O1CCCC1.CO.C(OCC)(=O)C. The product is [Cl:1][C:2]1[CH:7]=[C:6]([O:8][C:9]2[C:18]3[C:13](=[CH:14][C:15]([O:21][CH2:22][CH:23]4[CH2:24][CH2:25][N:26]([CH3:38])[CH2:27][CH2:28]4)=[C:16]([C:19]#[N:20])[CH:17]=3)[N:12]=[CH:11][CH:10]=2)[CH:5]=[CH:4][C:3]=1[NH:29][C:30]([NH:32][CH:33]1[CH2:35][CH2:34]1)=[O:31]. The yield is 0.659.